This data is from Forward reaction prediction with 1.9M reactions from USPTO patents (1976-2016). The task is: Predict the product of the given reaction. (1) Given the reactants [CH:1]1([C:6]2[NH:14][C:13]3[C:12](=[O:15])[N:11]([CH3:16])[C:10](=[O:17])[N:9]([CH3:18])[C:8]=3[N:7]=2)[CH2:5][CH2:4][CH2:3][CH2:2]1.C([O-])([O-])=O.[K+].[K+].[Cl:25][C:26]1[CH:33]=[CH:32][CH:31]=[C:30]([F:34])[C:27]=1[CH2:28]Br, predict the reaction product. The product is: [Cl:25][C:26]1[CH:33]=[CH:32][CH:31]=[C:30]([F:34])[C:27]=1[CH2:28][N:14]1[C:13]2[C:12](=[O:15])[N:11]([CH3:16])[C:10](=[O:17])[N:9]([CH3:18])[C:8]=2[N:7]=[C:6]1[CH:1]1[CH2:2][CH2:3][CH2:4][CH2:5]1. (2) Given the reactants [CH:1]([C:3]1[CH:10]=[CH:9][C:6]([C:7]#[N:8])=[CH:5][C:4]=1[OH:11])=[O:2].C(=O)([O-])[O-].[K+].[K+].[CH2:18](Br)[C:19]1[CH:24]=[CH:23][CH:22]=[CH:21][CH:20]=1.Cl, predict the reaction product. The product is: [CH2:18]([O:11][C:4]1[CH:5]=[C:6]([CH:9]=[CH:10][C:3]=1[CH:1]=[O:2])[C:7]#[N:8])[C:19]1[CH:24]=[CH:23][CH:22]=[CH:21][CH:20]=1. (3) Given the reactants [NH2:1][C:2]1[CH:7]=[CH:6][C:5]([CH2:8][C:9]([O:11][CH2:12][CH3:13])=[O:10])=[CH:4][CH:3]=1.CCN(CC)CC.[C:21]1([N:27]=[C:28]=[O:29])[CH:26]=[CH:25][CH:24]=[CH:23][CH:22]=1, predict the reaction product. The product is: [C:21]1([NH:27][C:28](=[O:29])[NH:1][C:2]2[CH:3]=[CH:4][C:5]([CH2:8][C:9]([O:11][CH2:12][CH3:13])=[O:10])=[CH:6][CH:7]=2)[CH:26]=[CH:25][CH:24]=[CH:23][CH:22]=1. (4) The product is: [OH:73][C:67]([C:69]([F:72])([F:71])[F:70])=[O:68].[F:43][CH:29]([F:28])[O:30][C:31]1[CH:32]=[CH:33][C:34]([C:37]2([C:40]([N:46]3[CH2:50][CH2:49][C:48]4([C:58]5[CH:57]=[CH:56][N:55]=[CH:54][C:53]=5[C:52](=[O:59])[O:51]4)[CH2:47]3)=[O:42])[CH2:38][CH2:39]2)=[CH:35][CH:36]=1. Given the reactants F[P-](F)(F)(F)(F)F.N1(O[P+](N(C)C)(N(C)C)N(C)C)C2C=CC=CC=2N=N1.[F:28][CH:29]([F:43])[O:30][C:31]1[CH:36]=[CH:35][C:34]([C:37]2([C:40]([OH:42])=O)[CH2:39][CH2:38]2)=[CH:33][CH:32]=1.Cl.Cl.[NH:46]1[CH2:50][CH2:49][C:48]2([C:58]3[CH:57]=[CH:56][N:55]=[CH:54][C:53]=3[C:52](=[O:59])[O:51]2)[CH2:47]1.CN1CCOCC1.[C:67]([OH:73])([C:69]([F:72])([F:71])[F:70])=[O:68], predict the reaction product.